From a dataset of Retrosynthesis with 50K atom-mapped reactions and 10 reaction types from USPTO. Predict the reactants needed to synthesize the given product. (1) Given the product CC(Oc1ccccc1)c1ccc(C(=O)O)cn1, predict the reactants needed to synthesize it. The reactants are: COC(=O)c1ccc(C(C)Oc2ccccc2)nc1. (2) Given the product CC(C)(C)OC(=O)c1ccc(CBr)cc1, predict the reactants needed to synthesize it. The reactants are: Cc1ccc(C(=O)OC(C)(C)C)cc1.O=C1CCC(=O)N1Br. (3) Given the product COc1ccc(S(=O)(=O)N2CCN(C[C@H](O)COc3ccc(O)cc3)CC2)cc1, predict the reactants needed to synthesize it. The reactants are: COc1ccc(S(=O)(=O)N2CCN(C[C@H](O)COc3ccc(OCc4ccccc4)cc3)CC2)cc1. (4) Given the product CC(C)(C)OC(=O)N[C@H]1CN(C(C)(C)C)[C@](C[C@@H](O)[C@@H](N)Cc2ccccc2)(C(N)=O)C1, predict the reactants needed to synthesize it. The reactants are: CC(C)(C)OC(=O)N[C@H]1CN(C(C)(C)C)[C@](C[C@@H](O)[C@H](Cc2ccccc2)NC(=O)OCc2ccccc2)(C(N)=O)C1.